This data is from Full USPTO retrosynthesis dataset with 1.9M reactions from patents (1976-2016). The task is: Predict the reactants needed to synthesize the given product. (1) The reactants are: Br[CH2:2][C:3]1[CH:31]=[CH:30][C:6]([C:7]([NH:9][C:10]2[CH:15]=[CH:14][C:13]([CH3:16])=[C:12]([NH:17][C:18]3[N:23]=[C:22]([C:24]4[CH:25]=[N:26][CH:27]=[CH:28][CH:29]=4)[CH:21]=[CH:20][N:19]=3)[CH:11]=2)=[O:8])=[CH:5][C:4]=1[C:32]([F:35])([F:34])[F:33].Cl.Cl.[CH3:38][N:39]([CH2:41][C@H:42]1[CH2:46][CH2:45][NH:44][CH2:43]1)[CH3:40].C(=O)([O-])[O-].[K+].[K+]. Given the product [CH3:38][N:39]([CH2:41][C@H:42]1[CH2:46][CH2:45][N:44]([CH2:2][C:3]2[CH:31]=[CH:30][C:6]([C:7]([NH:9][C:10]3[CH:15]=[CH:14][C:13]([CH3:16])=[C:12]([NH:17][C:18]4[N:23]=[C:22]([C:24]5[CH:25]=[N:26][CH:27]=[CH:28][CH:29]=5)[CH:21]=[CH:20][N:19]=4)[CH:11]=3)=[O:8])=[CH:5][C:4]=2[C:32]([F:35])([F:34])[F:33])[CH2:43]1)[CH3:40], predict the reactants needed to synthesize it. (2) The reactants are: [Br:1][C:2]1[CH:7]=[CH:6][C:5]([S:8](Cl)(=[O:10])=[O:9])=[C:4]([O:12][C:13]([F:16])([F:15])[F:14])[CH:3]=1.[CH2:17]([NH2:19])[CH3:18]. Given the product [Br:1][C:2]1[CH:7]=[CH:6][C:5]([S:8]([NH:19][CH2:17][CH3:18])(=[O:10])=[O:9])=[C:4]([O:12][C:13]([F:16])([F:15])[F:14])[CH:3]=1, predict the reactants needed to synthesize it.